Dataset: Full USPTO retrosynthesis dataset with 1.9M reactions from patents (1976-2016). Task: Predict the reactants needed to synthesize the given product. (1) Given the product [CH2:24]([N:31]1[CH2:3][C:2]([CH3:5])([CH3:1])[N:6]([C:7]2[S:8][CH:9]=[C:10]([C:12]3[CH:19]=[CH:18][C:15]([C:16]#[N:17])=[CH:14][CH:13]=3)[N:11]=2)[C:20]1=[O:23])[C:25]1[CH:30]=[CH:29][CH:28]=[CH:27][CH:26]=1, predict the reactants needed to synthesize it. The reactants are: [CH3:1][C:2]([NH:6][C:7]1[S:8][CH:9]=[C:10]([C:12]2[CH:19]=[CH:18][C:15]([C:16]#[N:17])=[CH:14][CH:13]=2)[N:11]=1)([CH3:5])[CH:3]=O.[C:20]([OH:23])(=O)C.[CH2:24]([NH2:31])[C:25]1[CH:30]=[CH:29][CH:28]=[CH:27][CH:26]=1.C([BH3-])#N.[Na+].C(N(CC)CC)C.ClC(Cl)(OC(=O)OC(Cl)(Cl)Cl)Cl.C([O-])(O)=O.[Na+]. (2) The reactants are: C(OC([N:8]1[CH:12]=[CH:11][CH:10]=[C:9]1[C:13]([OH:15])=O)=O)(C)(C)C.[F:16][C:17]1([F:55])[CH:22]([O:23][C:24]2[CH:31]=[CH:30][C:29]([C:32]3[N:37]=[C:36]([NH:38][C:39]4[CH:44]=[CH:43][C:42]([N:45]5[CH2:50][CH2:49][N:48]([CH:51]6[CH2:54][O:53][CH2:52]6)[CH2:47][CH2:46]5)=[CH:41][CH:40]=4)[N:35]=[CH:34][N:33]=3)=[CH:28][C:25]=2[C:26]#[N:27])[CH2:21][CH2:20][NH:19][CH2:18]1. Given the product [F:55][C:17]1([F:16])[CH:22]([O:23][C:24]2[CH:31]=[CH:30][C:29]([C:32]3[N:37]=[C:36]([NH:38][C:39]4[CH:44]=[CH:43][C:42]([N:45]5[CH2:50][CH2:49][N:48]([CH:51]6[CH2:52][O:53][CH2:54]6)[CH2:47][CH2:46]5)=[CH:41][CH:40]=4)[N:35]=[CH:34][N:33]=3)=[CH:28][C:25]=2[C:26]#[N:27])[CH2:21][CH2:20][N:19]([C:13]([C:9]2[NH:8][CH:12]=[CH:11][CH:10]=2)=[O:15])[CH2:18]1, predict the reactants needed to synthesize it. (3) Given the product [Br:1][C:2]1[CH:9]=[CH:8][C:5]([CH2:6][NH:13][CH2:12][C:11]([F:15])([F:14])[F:10])=[CH:4][CH:3]=1, predict the reactants needed to synthesize it. The reactants are: [Br:1][C:2]1[CH:9]=[CH:8][C:5]([CH2:6]Br)=[CH:4][CH:3]=1.[F:10][C:11]([F:15])([F:14])[CH2:12][NH2:13].C(=O)([O-])[O-].[K+].[K+].O. (4) Given the product [CH3:1][O:2][C:3]1[CH:4]=[C:5]([C:10]([C@@H:12]2[C@:21]3([CH3:22])[C@H:16]([C:17]([CH3:24])([CH3:23])[CH2:18][CH2:19][CH2:20]3)[CH2:15][CH:14]([C:27]#[N:28])[CH:13]2[CH3:26])=[O:11])[CH:6]=[C:7]([CH3:9])[CH:8]=1, predict the reactants needed to synthesize it. The reactants are: [CH3:1][O:2][C:3]1[CH:4]=[C:5]([C:10]([C@@H:12]2[C@:21]3([CH3:22])[C@H:16]([C:17]([CH3:24])([CH3:23])[CH2:18][CH2:19][CH2:20]3)[CH2:15][C:14](=O)[C@@H:13]2[CH3:26])=[O:11])[CH:6]=[C:7]([CH3:9])[CH:8]=1.[C-:27]#[N:28].[K+]. (5) Given the product [Cl:26][C:5]1[CH:6]=[C:7]([C:8]([NH:10][C@H:11]([C:13]2[CH:14]=[CH:15][C:16]([C:17]([OH:19])=[O:18])=[CH:24][CH:25]=2)[CH3:12])=[O:9])[C:2]([O:39][C:36]2[CH:35]=[CH:34][C:33]([C:28]3[CH:29]=[CH:30][CH:31]=[CH:32][N:27]=3)=[CH:38][CH:37]=2)=[N:3][CH:4]=1, predict the reactants needed to synthesize it. The reactants are: Cl[C:2]1[C:7]([C:8]([NH:10][C@H:11]([C:13]2[CH:25]=[CH:24][C:16]([C:17]([O:19]C(C)(C)C)=[O:18])=[CH:15][CH:14]=2)[CH3:12])=[O:9])=[CH:6][C:5]([Cl:26])=[CH:4][N:3]=1.[N:27]1[CH:32]=[CH:31][CH:30]=[CH:29][C:28]=1[C:33]1[CH:38]=[CH:37][C:36]([OH:39])=[CH:35][CH:34]=1.